Dataset: Kir2.1 potassium channel HTS with 301,493 compounds. Task: Binary Classification. Given a drug SMILES string, predict its activity (active/inactive) in a high-throughput screening assay against a specified biological target. The compound is o1c2c(c3c1cccc3)cc(OC)c(NC(=O)COc1ccc(OC)cc1)c2. The result is 0 (inactive).